Dataset: Full USPTO retrosynthesis dataset with 1.9M reactions from patents (1976-2016). Task: Predict the reactants needed to synthesize the given product. (1) The reactants are: [F:1][C:2]1[CH:3]=[C:4]([NH2:24])[CH:5]=[CH:6][C:7]=1[O:8][C:9]1[C:10]2[NH:17][C:16]([C:18]3[CH:23]=[CH:22][CH:21]=[CH:20][CH:19]=3)=[CH:15][C:11]=2[N:12]=[CH:13][N:14]=1.[C:25]1([CH2:31][C:32]([N:34]=[C:35]=[S:36])=[O:33])[CH:30]=[CH:29][CH:28]=[CH:27][CH:26]=1. Given the product [F:1][C:2]1[CH:3]=[C:4]([NH:24][C:35]([NH:34][C:32](=[O:33])[CH2:31][C:25]2[CH:26]=[CH:27][CH:28]=[CH:29][CH:30]=2)=[S:36])[CH:5]=[CH:6][C:7]=1[O:8][C:9]1[C:10]2[NH:17][C:16]([C:18]3[CH:23]=[CH:22][CH:21]=[CH:20][CH:19]=3)=[CH:15][C:11]=2[N:12]=[CH:13][N:14]=1, predict the reactants needed to synthesize it. (2) Given the product [NH2:1][C:2]([C:5]([NH:7][C@H:8]([C:16]([N:18]1[CH2:29][CH2:28][CH2:27][C@@H:19]1[C:20]([O:22][C:23]([CH3:25])([CH3:24])[CH3:26])=[O:21])=[O:17])[CH2:9][C:10]1[CH:15]=[CH:14][CH:13]=[CH:12][CH:11]=1)=[O:6])([CH3:3])[CH3:4], predict the reactants needed to synthesize it. The reactants are: [NH:1](C(OCC1C=CC=CC=1)=O)[C:2]([C:5]([NH:7][C@H:8]([C:16]([N:18]1[CH2:29][CH2:28][CH2:27][C@@H:19]1[C:20]([O:22][C:23]([CH3:26])([CH3:25])[CH3:24])=[O:21])=[O:17])[CH2:9][C:10]1[CH:15]=[CH:14][CH:13]=[CH:12][CH:11]=1)=[O:6])([CH3:4])[CH3:3]. (3) Given the product [CH:1]([O:4][C:5](=[O:28])[NH:6][C@@H:7]1[CH2:27][C:10]2[N:11]([CH2:20][C@@H:21]3[C@@H:25]([OH:26])[CH2:24][CH2:23][N:22]3[CH2:29][CH3:30])[C:12]3[CH:13]=[CH:14][C:15]([C:18]#[N:19])=[CH:16][C:17]=3[C:9]=2[CH2:8]1)([CH3:3])[CH3:2], predict the reactants needed to synthesize it. The reactants are: [CH:1]([O:4][C:5](=[O:28])[NH:6][C@@H:7]1[CH2:27][C:10]2[N:11]([CH2:20][C@@H:21]3[C@@H:25]([OH:26])[CH2:24][CH2:23][NH:22]3)[C:12]3[CH:13]=[CH:14][C:15]([C:18]#[N:19])=[CH:16][C:17]=3[C:9]=2[CH2:8]1)([CH3:3])[CH3:2].[CH:29](=O)[CH3:30].C(O[BH-](OC(=O)C)OC(=O)C)(=O)C.[Na+].C(=O)(O)[O-].[Na+]. (4) Given the product [C:26]([C:2]1[C:10]2[C:5](=[CH:6][CH:7]=[C:8]([C:11]#[N:12])[CH:9]=2)[N:4]([C:13]([O:15][C:16]([CH3:19])([CH3:18])[CH3:17])=[O:14])[C:3]=1[C:20]1[CH:25]=[CH:24][CH:23]=[CH:22][CH:21]=1)#[N:27], predict the reactants needed to synthesize it. The reactants are: Br[C:2]1[C:10]2[C:5](=[CH:6][CH:7]=[C:8]([C:11]#[N:12])[CH:9]=2)[N:4]([C:13]([O:15][C:16]([CH3:19])([CH3:18])[CH3:17])=[O:14])[C:3]=1[C:20]1[CH:25]=[CH:24][CH:23]=[CH:22][CH:21]=1.[C-:26]#[N:27].[Na+]. (5) The reactants are: [NH:1]1[C:9]2[C:4](=[CH:5][C:6]([NH:10][C:11]3[CH:20]=[CH:19][C:18]([Cl:21])=[CH:17][C:12]=3[C:13]([O:15][CH3:16])=[O:14])=[CH:7][CH:8]=2)[CH:3]=[CH:2]1.[CH3:22][C:23]([CH3:26])([O-])[CH3:24].[K+].BrCC1CC1.O. Given the product [Cl:21][C:18]1[CH:19]=[CH:20][C:11]([NH:10][C:6]2[CH:5]=[C:4]3[C:9](=[CH:8][CH:7]=2)[N:1]([CH2:22][CH:23]2[CH2:26][CH2:24]2)[CH:2]=[CH:3]3)=[C:12]([CH:17]=1)[C:13]([O:15][CH3:16])=[O:14], predict the reactants needed to synthesize it. (6) Given the product [S:7]1[C:11](/[CH:12]=[CH:15]/[C:16]([O:4][CH2:2][CH3:5])=[O:17])=[CH:10][N:9]=[CH:8]1, predict the reactants needed to synthesize it. The reactants are: C[C:2]([CH3:5])([O-:4])C.[K+].[S:7]1[C:11]([CH:12]=O)=[CH:10][N:9]=[CH:8]1.C1C[O:17][CH2:16][CH2:15]1.